Dataset: Reaction yield outcomes from USPTO patents with 853,638 reactions. Task: Predict the reaction yield, written as a fraction of the theoretical maximum amount of product (1.0 means a 100% yield; for example, 0.34 means a 34% yield). (1) The reactants are [Cl:1][C:2]1[CH:7]=[CH:6][C:5]([OH:8])=[CH:4][C:3]=1[B:9]([OH:11])[OH:10].O[C:13]([C:16](O)([CH3:18])[CH3:17])([CH3:15])[CH3:14]. The catalyst is C1(C)C=CC=CC=1. The product is [Cl:1][C:2]1[CH:7]=[CH:6][C:5]([OH:8])=[CH:4][C:3]=1[B:9]1[O:10][C:16]([CH3:18])([CH3:17])[C:13]([CH3:15])([CH3:14])[O:11]1. The yield is 0.830. (2) The reactants are [C:1]1([C:12]2[CH:17]=[CH:16][CH:15]=[CH:14][CH:13]=2)[CH:6]=[CH:5][C:4]([O:7][CH2:8][CH2:9][CH2:10]O)=[CH:3][CH:2]=1.C1(P(C2C=CC=CC=2)C2C=CC=CC=2)C=CC=CC=1.C(Br)(Br)(Br)[Br:38]. The catalyst is C(Cl)Cl. The product is [Br:38][CH2:10][CH2:9][CH2:8][O:7][C:4]1[CH:5]=[CH:6][C:1]([C:12]2[CH:17]=[CH:16][CH:15]=[CH:14][CH:13]=2)=[CH:2][CH:3]=1. The yield is 0.950. (3) The reactants are Br[C:2]1[C:3]([C:16]2[CH:21]=[CH:20][CH:19]=[CH:18][CH:17]=2)=[N:4][C:5]2[C:10]([N:11]=1)=[CH:9][C:8]([C:12]([O:14][CH3:15])=[O:13])=[CH:7][CH:6]=2.Cl.[Cl:23][C:24]1[CH:25]=[C:26]([CH:30]2[CH2:35][CH2:34][NH:33][CH2:32][CH2:31]2)[CH:27]=[CH:28][CH:29]=1.CCN(C(C)C)C(C)C. The catalyst is CN(C=O)C. The product is [Cl:23][C:24]1[CH:25]=[C:26]([CH:30]2[CH2:35][CH2:34][N:33]([C:2]3[C:3]([C:16]4[CH:21]=[CH:20][CH:19]=[CH:18][CH:17]=4)=[N:4][C:5]4[C:10]([N:11]=3)=[CH:9][C:8]([C:12]([O:14][CH3:15])=[O:13])=[CH:7][CH:6]=4)[CH2:32][CH2:31]2)[CH:27]=[CH:28][CH:29]=1. The yield is 0.640. (4) The reactants are CS(O[CH2:6][CH2:7][N:8]1[C:16]2[CH2:15][CH2:14][C:13]3[C:17]4[C:23]([NH:24][C:25]5[CH:30]=[CH:29][C:28]([F:31])=[C:27]([Cl:32])[CH:26]=5)=[N:22][CH:21]=[N:20][C:18]=4[S:19][C:12]=3[C:11]=2[CH:10]=[N:9]1)(=O)=O.[NH:33]1[CH2:38][CH2:37][NH:36][CH2:35][CH2:34]1.C(N(C(C)C)CC)(C)C. The catalyst is CN(C=O)C.O. The product is [Cl:32][C:27]1[CH:26]=[C:25]([NH:24][C:23]2[N:22]=[CH:21][N:20]=[C:18]3[S:19][C:12]4[C:11]5[CH:10]=[N:9][N:8]([CH2:7][CH2:6][N:33]6[CH2:38][CH2:37][NH:36][CH2:35][CH2:34]6)[C:16]=5[CH2:15][CH2:14][C:13]=4[C:17]=23)[CH:30]=[CH:29][C:28]=1[F:31]. The yield is 0.400. (5) The reactants are [Br:1][C:2]1[CH:10]=[CH:9][C:5]([C:6]([OH:8])=[O:7])=[CH:4][C:3]=1[OH:11].S(=O)(=O)(O)O.[CH3:17]O. No catalyst specified. The product is [Br:1][C:2]1[CH:10]=[CH:9][C:5]([C:6]([O:8][CH3:17])=[O:7])=[CH:4][C:3]=1[OH:11]. The yield is 0.890. (6) The yield is 0.340. The catalyst is CN(C1C=CN=CC=1)C.O1CCCC1. The reactants are [Cl:1][C:2]1[CH:3]=[C:4]([NH:10][C@H:11]([C:21]([OH:23])=O)[CH2:12][C:13]2[CH:18]=[CH:17][C:16]([C:19]#[N:20])=[CH:15][CH:14]=2)[CH:5]=[CH:6][C:7]=1[C:8]#[N:9].[CH3:24][C:25]1(C)OC(=O)CC(=O)[O:26]1.S([O-])(O)(=O)=O.[K+]. The product is [Cl:1][C:2]1[CH:3]=[C:4]([N:10]2[C:25](=[O:26])[CH:24]=[C:21]([OH:23])[CH:11]2[CH2:12][C:13]2[CH:14]=[CH:15][C:16]([C:19]#[N:20])=[CH:17][CH:18]=2)[CH:5]=[CH:6][C:7]=1[C:8]#[N:9].